This data is from Forward reaction prediction with 1.9M reactions from USPTO patents (1976-2016). The task is: Predict the product of the given reaction. (1) Given the reactants [O:1]=[C:2]1[CH2:11][CH2:10][CH2:9][C:8]2[CH:7]=[C:6]([C:12]([OH:14])=[O:13])[CH:5]=[CH:4][C:3]1=2.S(=O)(=O)(O)O.[CH3:20]O, predict the reaction product. The product is: [O:1]=[C:2]1[CH2:11][CH2:10][CH2:9][C:8]2[CH:7]=[C:6]([C:12]([O:14][CH3:20])=[O:13])[CH:5]=[CH:4][C:3]1=2. (2) Given the reactants [CH3:1][Si]([N-][Si](C)(C)C)(C)C.[Na+:10].[CH:11]1([N:14]=[C:15]=[S:16])[CH2:13][CH2:12]1.[C:17](#[N:19])[CH3:18].[CH3:20][CH2:21][OH:22], predict the reaction product. The product is: [C:17]([C:18]1[CH:1]=[CH:20][C:21](=[O:22])[N:14]([CH:11]2[CH2:13][CH2:12]2)[C:15]=1[S-:16])#[N:19].[Na+:10]. (3) The product is: [Cl:1][C:2]1[CH:7]=[CH:6][CH:5]=[C:4]([Cl:8])[C:3]=1[C:9]1[C:17]2[O:16][CH:15]([CH2:18][NH:19][C:30](=[O:31])[O:32][CH2:33][C:34]3[CH:39]=[CH:38][CH:37]=[CH:36][CH:35]=3)[CH2:14][C:13]=2[CH:12]=[CH:11][CH:10]=1. Given the reactants [Cl:1][C:2]1[CH:7]=[CH:6][CH:5]=[C:4]([Cl:8])[C:3]=1[C:9]1[C:17]2[O:16][CH:15]([CH2:18][NH2:19])[CH2:14][C:13]=2[CH:12]=[CH:11][CH:10]=1.C(N(C(C)C)CC)(C)C.Cl[C:30]([O:32][CH2:33][C:34]1[CH:39]=[CH:38][CH:37]=[CH:36][CH:35]=1)=[O:31].C(OC(=O)NCC1CC2C=CC=C(C3CCCC3)C=2O1)C1C=CC=CC=1, predict the reaction product. (4) Given the reactants [CH3:1][C:2]1[CH:3]=[C:4]([NH:18][C:19]2[N:24]=[C:23]([C:25]([F:28])([F:27])[F:26])[CH:22]=[CH:21][N:20]=2)[CH:5]=[C:6]([C:8]2[S:12][C:11]([C:13]3[CH:14]=[N:15][NH:16][CH:17]=3)=[N:10][CH:9]=2)[CH:7]=1.[H-].[Na+].Br[CH2:32][CH2:33][OH:34], predict the reaction product. The product is: [CH3:1][C:2]1[CH:7]=[C:6]([C:8]2[S:12][C:11]([C:13]3[CH:17]=[N:16][N:15]([CH2:32][CH2:33][OH:34])[CH:14]=3)=[N:10][CH:9]=2)[CH:5]=[C:4]([NH:18][C:19]2[N:24]=[C:23]([C:25]([F:28])([F:26])[F:27])[CH:22]=[CH:21][N:20]=2)[CH:3]=1. (5) Given the reactants [C:1]([C:3]1[CH:4]=[C:5]([NH:10][C:11](=[O:14])[CH2:12][CH3:13])[CH:6]=[C:7]([F:9])[CH:8]=1)#[N:2].O1C2C=CC(CNC3C=C(C=CC=3F)C#N)=CC=2OCC1.Br[CH2:37][C:38]1[CH:43]=[CH:42][CH:41]=[C:40]([O:44][CH:45]([CH3:47])[CH3:46])[CH:39]=1, predict the reaction product. The product is: [C:1]([C:3]1[CH:4]=[C:5]([N:10]([CH2:37][C:38]2[CH:43]=[CH:42][CH:41]=[C:40]([O:44][CH:45]([CH3:47])[CH3:46])[CH:39]=2)[C:11](=[O:14])[CH2:12][CH3:13])[CH:6]=[C:7]([F:9])[CH:8]=1)#[N:2]. (6) Given the reactants [Br:1][C:2]1[CH:3]=[C:4]([NH:8][C:9]2[C:10]3[CH:18]=[C:17]([S:19]([CH2:22][CH2:23]O)(=[O:21])=[O:20])[N:16]=[CH:15][C:11]=3[N:12]=[CH:13][N:14]=2)[CH:5]=[CH:6][CH:7]=1.C(N(CC)CC)C.CS(Cl)(=O)=O, predict the reaction product. The product is: [Br:1][C:2]1[CH:3]=[C:4]([NH:8][C:9]2[C:10]3[CH:18]=[C:17]([S:19]([CH:22]=[CH2:23])(=[O:21])=[O:20])[N:16]=[CH:15][C:11]=3[N:12]=[CH:13][N:14]=2)[CH:5]=[CH:6][CH:7]=1. (7) Given the reactants CC1C=CC(S(O[CH2:12][CH:13]2[CH2:17][C:16]3[CH:18]=[C:19]([Cl:30])[CH:20]=[C:21]([C:22]4[C:27]([CH3:28])=[CH:26][CH:25]=[CH:24][C:23]=4[CH3:29])[C:15]=3[O:14]2)(=O)=O)=CC=1.[NH:31]1[CH2:36][CH2:35][CH2:34][CH2:33][CH2:32]1, predict the reaction product. The product is: [Cl:30][C:19]1[CH:20]=[C:21]([C:22]2[C:27]([CH3:28])=[CH:26][CH:25]=[CH:24][C:23]=2[CH3:29])[C:15]2[O:14][CH:13]([CH2:12][N:31]3[CH2:36][CH2:35][CH2:34][CH2:33][CH2:32]3)[CH2:17][C:16]=2[CH:18]=1.